This data is from Reaction yield outcomes from USPTO patents with 853,638 reactions. The task is: Predict the reaction yield, written as a fraction of the theoretical maximum amount of product (1.0 means a 100% yield; for example, 0.34 means a 34% yield). (1) The reactants are Cl.[NH:2]1[CH2:5][CH:4]([NH:6][C:7]2[C:12]([F:13])=[CH:11][N:10]=[C:9]([C:14]3[C:22]4[C:17](=[N:18][CH:19]=[C:20]([Cl:23])[CH:21]=4)[N:16](S(C4C=CC(C)=CC=4)(=O)=O)[CH:15]=3)[N:8]=2)[CH2:3]1.CCN(C(C)C)C(C)C.[CH:43]1([CH2:48][S:49](Cl)(=[O:51])=[O:50])[CH2:47][CH2:46][CH2:45][CH2:44]1.N1CCOCC1. The catalyst is ClCCl. The product is [Cl:23][C:20]1[CH:21]=[C:22]2[C:14]([C:9]3[N:8]=[C:7]([NH:6][CH:4]4[CH2:5][N:2]([S:49]([CH2:48][CH:43]5[CH2:47][CH2:46][CH2:45][CH2:44]5)(=[O:51])=[O:50])[CH2:3]4)[C:12]([F:13])=[CH:11][N:10]=3)=[CH:15][NH:16][C:17]2=[N:18][CH:19]=1. The yield is 0.880. (2) The reactants are [O:1]=[C:2]1[NH:7][CH:6]=[N:5][C:4]([CH2:8][CH2:9][CH3:10])=[C:3]1[CH2:11][C:12]1[CH:17]=[CH:16][C:15]([C:18]2[C:19]([C:24]#[N:25])=[CH:20][CH:21]=[CH:22][CH:23]=2)=[CH:14][CH:13]=1.[CH:26]([O:29][C:30]1[CH:35]=[CH:34][C:33](B(O)O)=[CH:32][CH:31]=1)([CH3:28])[CH3:27].C(N(CC)CC)C.N1C=CC=CC=1. The catalyst is C([O-])(=O)C.[Cu+2].C([O-])(=O)C.C(OCC)(=O)C.C(Cl)Cl. The product is [CH:26]([O:29][C:30]1[CH:35]=[CH:34][C:33]([N:7]2[C:2](=[O:1])[C:3]([CH2:11][C:12]3[CH:17]=[CH:16][C:15]([C:18]4[C:19]([C:24]#[N:25])=[CH:20][CH:21]=[CH:22][CH:23]=4)=[CH:14][CH:13]=3)=[C:4]([CH2:8][CH2:9][CH3:10])[N:5]=[CH:6]2)=[CH:32][CH:31]=1)([CH3:28])[CH3:27]. The yield is 0.440. (3) The reactants are [Cl:1][C:2]1[CH:34]=[CH:33][C:5]([CH2:6][N:7]2[CH2:12][CH2:11][CH:10]([NH:13][CH2:14][C@@:15]([OH:32])([CH3:31])[CH2:16][O:17][C:18]3[CH:23]=[CH:22][C:21]([F:24])=[CH:20][C:19]=3/[CH:25]=[CH:26]/[C:27]([O:29][CH3:30])=[O:28])[CH2:9][CH2:8]2)=[CH:4][CH:3]=1. The catalyst is [Pt].C(OCC)(=O)C. The product is [Cl:1][C:2]1[CH:34]=[CH:33][C:5]([CH2:6][N:7]2[CH2:12][CH2:11][CH:10]([NH:13][CH2:14][C@@:15]([OH:32])([CH3:31])[CH2:16][O:17][C:18]3[CH:23]=[CH:22][C:21]([F:24])=[CH:20][C:19]=3[CH2:25][CH2:26][C:27]([O:29][CH3:30])=[O:28])[CH2:9][CH2:8]2)=[CH:4][CH:3]=1. The yield is 0.380.